Dataset: Reaction yield outcomes from USPTO patents with 853,638 reactions. Task: Predict the reaction yield, written as a fraction of the theoretical maximum amount of product (1.0 means a 100% yield; for example, 0.34 means a 34% yield). (1) The reactants are [NH2:1][C:2]1[CH:30]=[CH:29][C:5]([O:6][C:7]2[N:12]=[CH:11][N:10]=[C:9]([NH:13][C:14]([N:16]3[CH2:21][CH2:20][CH:19]([N:22]4[CH2:27][CH2:26][N:25]([CH3:28])[CH2:24][CH2:23]4)[CH2:18][CH2:17]3)=[O:15])[CH:8]=2)=[C:4]([F:31])[CH:3]=1.[C@]12(CS(O)(=O)=O)C(C)(C)C(CC1)CC2=O.[C:47]1([CH2:53][C:54]([N:56]=[C:57]=[S:58])=[O:55])[CH:52]=[CH:51][CH:50]=[CH:49][CH:48]=1.C(OCC)C. The catalyst is C(O)C.C1(C)C=CC=CC=1.CCCCCC. The product is [F:31][C:4]1[CH:3]=[C:2]([NH:1][C:57]([NH:56][C:54](=[O:55])[CH2:53][C:47]2[CH:48]=[CH:49][CH:50]=[CH:51][CH:52]=2)=[S:58])[CH:30]=[CH:29][C:5]=1[O:6][C:7]1[N:12]=[CH:11][N:10]=[C:9]([NH:13][C:14]([N:16]2[CH2:21][CH2:20][CH:19]([N:22]3[CH2:23][CH2:24][N:25]([CH3:28])[CH2:26][CH2:27]3)[CH2:18][CH2:17]2)=[O:15])[CH:8]=1. The yield is 0.533. (2) The reactants are [Cl:1][CH2:2][C:3]1[N:8]=[C:7]([CH2:9][C:10]#[N:11])[CH:6]=[CH:5][CH:4]=1.[NH2:12][C:13]([NH2:15])=[S:14]. The catalyst is CO. The product is [ClH:1].[C:10]([CH2:9][C:7]1[N:8]=[C:3]([CH2:2][S:14][C:13](=[NH:12])[NH2:15])[CH:4]=[CH:5][CH:6]=1)#[N:11]. The yield is 0.740.